From a dataset of Catalyst prediction with 721,799 reactions and 888 catalyst types from USPTO. Predict which catalyst facilitates the given reaction. Reactant: Br[C:2]1[N:10]([CH2:11][C@H:12]2[CH2:17][CH2:16][C@H:15]([CH3:18])[CH2:14][CH2:13]2)[C:9]2[C:8](=[O:19])[NH:7][C:6](=[O:20])[N:5]([CH3:21])[C:4]=2[N:3]=1.[C:22]1([C@@H:28]2[CH2:33][O:32][CH2:31][CH2:30][NH:29]2)[CH:27]=[CH:26][CH:25]=[CH:24][CH:23]=1.[F-].[K+]. Product: [CH3:21][N:5]1[C:4]2[N:3]=[C:2]([N:29]3[CH2:30][CH2:31][O:32][CH2:33][C@H:28]3[C:22]3[CH:27]=[CH:26][CH:25]=[CH:24][CH:23]=3)[N:10]([CH2:11][C@H:12]3[CH2:17][CH2:16][C@H:15]([CH3:18])[CH2:14][CH2:13]3)[C:9]=2[C:8](=[O:19])[NH:7][C:6]1=[O:20]. The catalyst class is: 16.